The task is: Regression/Classification. Given a drug SMILES string, predict its absorption, distribution, metabolism, or excretion properties. Task type varies by dataset: regression for continuous measurements (e.g., permeability, clearance, half-life) or binary classification for categorical outcomes (e.g., BBB penetration, CYP inhibition). Dataset: cyp3a4_veith.. This data is from CYP3A4 inhibition data for predicting drug metabolism from PubChem BioAssay. (1) The result is 1 (inhibitor). The compound is COc1cccc(-c2nc(NCCc3c[nH]c4ccc(OC)cc34)c3ccccc3n2)c1. (2) The compound is Cc1ccc2cn[nH]c2c1NC(=S)NC(=O)c1ccccc1. The result is 1 (inhibitor). (3) The molecule is COc1cc(NC(=O)C2CCN(S(=O)(=O)c3cccc4nonc34)CC2)cc(OC)c1. The result is 1 (inhibitor). (4) The compound is COc1ccccc1-n1c(CNC(=O)c2ccco2)nnc1SCC(=O)Nc1ccc(F)cc1. The result is 1 (inhibitor). (5) The drug is FC(F)(F)c1ccccc1-c1cncnc1NCc1cccnc1. The result is 1 (inhibitor). (6) The result is 0 (non-inhibitor). The molecule is NC(N)=NC(N)=Nc1ccccc1.S=c1[nH]c2ccccc2s1.